Dataset: Retrosynthesis with 50K atom-mapped reactions and 10 reaction types from USPTO. Task: Predict the reactants needed to synthesize the given product. (1) Given the product CC(C)Cc1nn2ccccc2c1-c1ccnc(S(C)=O)n1, predict the reactants needed to synthesize it. The reactants are: CSc1nccc(-c2c(CC(C)C)nn3ccccc23)n1.O=C([O-])O. (2) Given the product CC(C)(C)OC(=O)N1C[C@@H]2C[C@H]1CN2c1cncc(OCc2ccccc2)c1, predict the reactants needed to synthesize it. The reactants are: Brc1cncc(OCc2ccccc2)c1.CC(C)(C)OC(=O)N1C[C@@H]2C[C@H]1CN2. (3) Given the product CCc1nc2c(C)cc(CC(C)(C)O)nc2n1[C@H]1CCc2cc(-c3ccccc3-c3nnnn3C(c3ccccc3)(c3ccccc3)c3ccccc3)ccc21, predict the reactants needed to synthesize it. The reactants are: CCc1nc2c(C)cc(CC(C)=O)nc2n1[C@H]1CCc2cc(-c3ccccc3-c3nnnn3C(c3ccccc3)(c3ccccc3)c3ccccc3)ccc21.C[Mg+]. (4) Given the product COCC(NS(=O)(=O)c1ccccc1[N+](=O)[O-])C(=O)NC(Cc1ccc2ccccc2c1)C(=O)OC, predict the reactants needed to synthesize it. The reactants are: COCC(N)C(=O)NC(Cc1ccc2ccccc2c1)C(=O)OC.O=[N+]([O-])c1ccccc1S(=O)(=O)Cl. (5) Given the product CN[C@H](Cc1ccc2ccccc2c1)C(=O)N(C)[C@H](Cc1ccccc1)C(=O)NCCCOC(C)=O, predict the reactants needed to synthesize it. The reactants are: CC(=O)OCCCNC(=O)[C@@H](Cc1ccccc1)N(C)C(=O)[C@@H](Cc1ccc2ccccc2c1)N(C)C(=O)OC(C)(C)C. (6) The reactants are: CCOc1cc(C=O)ccc1OC.Nc1cccc(-c2c(Cc3ccccc3)cnc3c(C(F)(F)F)cccc23)c1. Given the product CCOc1cc(CNc2cccc(-c3c(Cc4ccccc4)cnc4c(C(F)(F)F)cccc34)c2)ccc1OC, predict the reactants needed to synthesize it.